This data is from Full USPTO retrosynthesis dataset with 1.9M reactions from patents (1976-2016). The task is: Predict the reactants needed to synthesize the given product. (1) The reactants are: [CH3:1][O:2][C:3]1[CH:4]=[C:5]([OH:9])[CH:6]=[CH:7][CH:8]=1.[N:10]([O-:12])=[O:11].[Na+].[N+]([O-])(O)=O. Given the product [CH3:1][O:2][C:3]1[CH:8]=[CH:7][C:6]([N+:10]([O-:12])=[O:11])=[C:5]([OH:9])[CH:4]=1, predict the reactants needed to synthesize it. (2) Given the product [OH:1][C:2]1[CH:9]=[CH:8][C:5]([CH:6]=[CH2:7])=[CH:4][CH:3]=1.[CH2:10]=[CH:11][C:12]1[CH:17]=[CH:16][CH:15]=[CH:14][CH:13]=1.[C:18]([O:22][C:23]12[CH2:32][CH:27]3[CH2:28][CH:29]([CH2:31][CH:25]([CH2:26]3)[CH2:24]1)[CH2:30]2)(=[O:21])[CH:19]=[CH2:20], predict the reactants needed to synthesize it. The reactants are: [OH:1][C:2]1[CH:9]=[CH:8][C:5]([CH:6]=[CH2:7])=[CH:4][CH:3]=1.[CH2:10]=[CH:11][C:12]1[CH:17]=[CH:16][CH:15]=[CH:14][CH:13]=1.[C:18]([O:22][C:23]12[CH2:32][CH:27]3[CH2:28][CH:29]([CH2:31][CH:25]([CH2:26]3)[CH2:24]1)[CH2:30]2)(=[O:21])[CH:19]=[CH2:20].N(C(C)(CC)C([O-])=O)=NC(C)(CC)C([O-])=O.N(C(C)(C)C(OC)=O)=NC(C)(C)C(OC)=O. (3) Given the product [N:14]1([C:11](=[O:13])[CH2:10][C:3]2[C:4]([F:9])=[CH:5][C:6]([OH:8])=[CH:7][C:2]=2[F:1])[CH2:17][CH2:16][CH2:15]1, predict the reactants needed to synthesize it. The reactants are: [F:1][C:2]1[CH:7]=[C:6]([OH:8])[CH:5]=[C:4]([F:9])[C:3]=1[CH2:10][C:11]([OH:13])=O.[NH:14]1[CH2:17][CH2:16][CH2:15]1.C(N(CC)C(C)C)(C)C.CN(C(ON1N=NC2C=CC=NC1=2)=[N+](C)C)C.F[P-](F)(F)(F)(F)F.